From a dataset of Full USPTO retrosynthesis dataset with 1.9M reactions from patents (1976-2016). Predict the reactants needed to synthesize the given product. (1) Given the product [F:1][C:2]1[CH:10]=[C:9]2[C:5]([C:6]([C:20]3[CH:35]=[CH:34][C:23]4[N:24]=[C:25]([CH2:27][CH:28]5[CH2:29][CH2:30][N:31]([CH3:36])[CH2:32][CH2:33]5)[O:26][C:22]=4[CH:21]=3)=[CH:7][N:8]2[S:11]([C:14]2[CH:19]=[CH:18][CH:17]=[CH:16][CH:15]=2)(=[O:13])=[O:12])=[CH:4][CH:3]=1, predict the reactants needed to synthesize it. The reactants are: [F:1][C:2]1[CH:10]=[C:9]2[C:5]([C:6]([C:20]3[CH:35]=[CH:34][C:23]4[N:24]=[C:25]([CH2:27][CH:28]5[CH2:33][CH2:32][NH:31][CH2:30][CH2:29]5)[O:26][C:22]=4[CH:21]=3)=[CH:7][N:8]2[S:11]([C:14]2[CH:19]=[CH:18][CH:17]=[CH:16][CH:15]=2)(=[O:13])=[O:12])=[CH:4][CH:3]=1.[CH3:36]C(O)=O.C=O.O.[BH-](OC(C)=O)(OC(C)=O)OC(C)=O.[Na+]. (2) Given the product [CH2:1]([NH:4][CH2:5][C:6]([CH3:11])([CH3:10])[CH2:7][CH:8]=[CH2:9])[CH:2]=[CH2:3], predict the reactants needed to synthesize it. The reactants are: [CH2:1]([N:4]=[CH:5][C:6]([CH3:11])([CH3:10])[CH2:7][CH:8]=[CH2:9])[CH:2]=[CH2:3].[BH4-].[Na+]. (3) Given the product [NH2:19][C:9]1[CH:10]=[C:11]([CH:17]=[CH:18][C:8]=1[NH:7][CH:1]1[CH2:6][CH2:5][CH2:4][CH2:3][CH2:2]1)[C:12]([O:14][CH2:15][CH3:16])=[O:13], predict the reactants needed to synthesize it. The reactants are: [CH:1]1([NH:7][C:8]2[CH:18]=[CH:17][C:11]([C:12]([O:14][CH2:15][CH3:16])=[O:13])=[CH:10][C:9]=2[N+:19]([O-])=O)[CH2:6][CH2:5][CH2:4][CH2:3][CH2:2]1.C1CCCCC=1. (4) Given the product [CH3:13][C:7]1[CH:8]=[CH:9][CH:10]=[C:11]([CH3:12])[C:6]=1[NH:5][C:3](=[O:4])[CH2:2][N:14]1[CH2:19][CH2:18][NH:17][CH2:16][CH2:15]1, predict the reactants needed to synthesize it. The reactants are: Cl[CH2:2][C:3]([NH:5][C:6]1[C:11]([CH3:12])=[CH:10][CH:9]=[CH:8][C:7]=1[CH3:13])=[O:4].[NH:14]1[CH2:19][CH2:18][NH:17][CH2:16][CH2:15]1. (5) Given the product [NH2:2][CH2:1][CH2:3][CH2:4][CH2:5][N:6]1[CH2:11][CH2:10][N:9]([C:12]2[CH:17]=[CH:16][CH:15]=[CH:14][C:13]=2[F:18])[CH2:8][CH2:7]1, predict the reactants needed to synthesize it. The reactants are: [C:1]([CH2:3][CH2:4][CH2:5][N:6]1[CH2:11][CH2:10][N:9]([C:12]2[CH:17]=[CH:16][CH:15]=[CH:14][C:13]=2[F:18])[CH2:8][CH2:7]1)#[N:2]. (6) Given the product [Br:13][C:14]1[CH:15]=[C:16]([NH:17][C:6]2[N:11]=[C:10]([CH3:12])[CH:9]=[CH:8][N:7]=2)[CH:18]=[C:19]([CH3:21])[CH:20]=1, predict the reactants needed to synthesize it. The reactants are: C(O)(=O)C.Cl[C:6]1[N:11]=[C:10]([CH3:12])[CH:9]=[CH:8][N:7]=1.[Br:13][C:14]1[CH:15]=[C:16]([CH:18]=[C:19]([CH3:21])[CH:20]=1)[NH2:17]. (7) Given the product [CH3:27][N:24]1[C:20]2[CH2:21][CH2:22][CH2:23][C:13]3[C:12]([N:32]4[CH2:33][CH2:34][N:29]([CH3:28])[CH2:30][CH2:31]4)=[N:17][C:16]([NH2:18])=[N:15][C:14]=3[C:19]=2[CH:26]=[N:25]1, predict the reactants needed to synthesize it. The reactants are: CC1C=CC(S(O[C:12]2[C:13]3[CH2:23][CH2:22][CH2:21][C:20]4[N:24]([CH3:27])[N:25]=[CH:26][C:19]=4[C:14]=3[N:15]=[C:16]([NH2:18])[N:17]=2)(=O)=O)=CC=1.[CH3:28][N:29]1[CH2:34][CH2:33][NH:32][CH2:31][CH2:30]1.